This data is from Catalyst prediction with 721,799 reactions and 888 catalyst types from USPTO. The task is: Predict which catalyst facilitates the given reaction. (1) Reactant: Cl[C:2]1[N:7]=[CH:6][N:5]=[C:4]([C:8]([NH:10][C:11]2[CH:16]=[CH:15][C:14]([S:17]([NH:20][CH2:21][CH2:22][CH2:23][C:24]([O:26][CH2:27][CH3:28])=[O:25])(=[O:19])=[O:18])=[CH:13][C:12]=2[CH3:29])=[O:9])[CH:3]=1.C(NC(C)C)(C)C.[CH:37]1([CH2:40][NH:41][CH2:42][CH2:43][CH3:44])[CH2:39][CH2:38]1. Product: [CH:37]1([CH2:40][N:41]([CH2:42][CH2:43][CH3:44])[C:2]2[N:7]=[CH:6][N:5]=[C:4]([C:8]([NH:10][C:11]3[CH:16]=[CH:15][C:14]([S:17]([NH:20][CH2:21][CH2:22][CH2:23][C:24]([O:26][CH2:27][CH3:28])=[O:25])(=[O:19])=[O:18])=[CH:13][C:12]=3[CH3:29])=[O:9])[CH:3]=2)[CH2:39][CH2:38]1. The catalyst class is: 8. (2) Reactant: [CH2:1](Br)[CH:2]=[CH2:3].[OH:5][C:6]1[CH:19]=[CH:18][C:9]([C:10]([C:12]2[CH:17]=[CH:16][CH:15]=[CH:14][CH:13]=2)=[O:11])=[CH:8][CH:7]=1.C(=O)([O-])[O-].[K+].[K+]. Product: [CH2:1]([O:5][C:6]1[CH:7]=[CH:8][C:9]([C:10]([C:12]2[CH:13]=[CH:14][CH:15]=[CH:16][CH:17]=2)=[O:11])=[CH:18][CH:19]=1)[CH:2]=[CH2:3]. The catalyst class is: 21. (3) Reactant: [H-].[Na+].[CH3:3][C:4]1[CH:9]=[C:8]([CH3:10])[CH:7]=[C:6]([CH3:11])[C:5]=1[OH:12].Cl[C:14]1[CH:19]=[CH:18][N:17]=[C:16]([NH:20][C:21]2[CH:28]=[CH:27][C:24]([C:25]#[N:26])=[CH:23][CH:22]=2)[N:15]=1.O. Product: [CH3:3][C:4]1[CH:9]=[C:8]([CH3:10])[CH:7]=[C:6]([CH3:11])[C:5]=1[O:12][C:18]1[CH:19]=[CH:14][N:15]=[C:16]([NH:20][C:21]2[CH:28]=[CH:27][C:24]([C:25]#[N:26])=[CH:23][CH:22]=2)[N:17]=1. The catalyst class is: 12.